Dataset: Peptide-MHC class I binding affinity with 185,985 pairs from IEDB/IMGT. Task: Regression. Given a peptide amino acid sequence and an MHC pseudo amino acid sequence, predict their binding affinity value. This is MHC class I binding data. (1) The peptide sequence is HSAAFEDL. The MHC is Mamu-A01 with pseudo-sequence Mamu-A01. The binding affinity (normalized) is 0.0897. (2) The peptide sequence is RIYRKGNPL. The MHC is HLA-A26:01 with pseudo-sequence HLA-A26:01. The binding affinity (normalized) is 0.0847. (3) The peptide sequence is EEMEITTHF. The MHC is HLA-B44:02 with pseudo-sequence HLA-B44:02. The binding affinity (normalized) is 0.712.